From a dataset of Full USPTO retrosynthesis dataset with 1.9M reactions from patents (1976-2016). Predict the reactants needed to synthesize the given product. Given the product [C:1]([O:5][C:6]([NH:8][C@@H:9]([CH2:15][CH2:16][CH3:17])[CH:10]([OH:14])[C:11]([NH:19][C@@H:20]([CH:31]([CH3:33])[CH3:32])[C:21]([O:23][CH2:24][C:25]1[CH:30]=[CH:29][CH:28]=[CH:27][CH:26]=1)=[O:22])=[O:13])=[O:7])([CH3:2])([CH3:3])[CH3:4], predict the reactants needed to synthesize it. The reactants are: [C:1]([O:5][C:6]([NH:8][C@@H:9]([CH2:15][CH2:16][CH3:17])[CH:10]([OH:14])[C:11]([OH:13])=O)=[O:7])([CH3:4])([CH3:3])[CH3:2].Cl.[NH2:19][C@@H:20]([CH:31]([CH3:33])[CH3:32])[C:21]([O:23][CH2:24][C:25]1[CH:30]=[CH:29][CH:28]=[CH:27][CH:26]=1)=[O:22].C1C=CC2N(O)N=NC=2C=1.CCN(C(C)C)C(C)C.CCN=C=NCCCN(C)C.